Task: Predict the reactants needed to synthesize the given product.. Dataset: Full USPTO retrosynthesis dataset with 1.9M reactions from patents (1976-2016) (1) Given the product [CH3:12][O:11][C:8]1[CH:9]=[CH:10][C:5]([C:3]2[N:14]=[C:15]([NH2:17])[S:16][C:2]=2[CH3:13])=[CH:6][CH:7]=1, predict the reactants needed to synthesize it. The reactants are: Br[CH:2]([CH3:13])[C:3]([C:5]1[CH:10]=[CH:9][C:8]([O:11][CH3:12])=[CH:7][CH:6]=1)=O.[NH2:14][C:15]([NH2:17])=[S:16].C([O-])(=O)C.[Na+]. (2) Given the product [Cl:12][C:4]1[N:3]=[C:2]([O:14][CH3:13])[C:7]([N+:8]([O-:10])=[O:9])=[C:6]([NH2:11])[CH:5]=1, predict the reactants needed to synthesize it. The reactants are: Cl[C:2]1[C:7]([N+:8]([O-:10])=[O:9])=[C:6]([NH2:11])[CH:5]=[C:4]([Cl:12])[N:3]=1.[CH3:13][O-:14].[Na+]. (3) Given the product [CH2:14]1[C:15]2([CH2:17][CH2:18][NH:19][CH2:20][CH2:21]2)[CH2:16][CH:13]1[N:11]1[CH:12]=[C:8]([C:5]2[CH:4]=[C:3]([O:29][C@@H:30]([C:32]3[C:37]([Cl:38])=[CH:36][CH:35]=[C:34]([F:39])[C:33]=3[Cl:40])[CH3:31])[C:2]([NH2:1])=[N:7][CH:6]=2)[CH:9]=[N:10]1, predict the reactants needed to synthesize it. The reactants are: [NH2:1][C:2]1[N:7]=[CH:6][C:5]([C:8]2[CH:9]=[N:10][N:11]([CH:13]3[CH2:16][C:15]4([CH2:21][CH2:20][N:19](C(OC(C)(C)C)=O)[CH2:18][CH2:17]4)[CH2:14]3)[CH:12]=2)=[CH:4][C:3]=1[O:29][C@@H:30]([C:32]1[C:37]([Cl:38])=[CH:36][CH:35]=[C:34]([F:39])[C:33]=1[Cl:40])[CH3:31].C([O-])([O-])=O.[Na+].[Na+].O. (4) Given the product [Cl:1][C:2]1[CH:3]=[CH:4][C:5]([CH2:6][NH:7][C:8]([C:10]2[S:11](=[O:33])(=[O:32])[N:12]([CH3:31])[C:13]3[CH:20]=[CH:19][C:18]([C:21]#[C:22][CH2:23][OH:24])=[CH:17][C:14]=3[C:15]=2[OH:16])=[O:9])=[CH:34][CH:35]=1, predict the reactants needed to synthesize it. The reactants are: [Cl:1][C:2]1[CH:35]=[CH:34][C:5]([CH2:6][NH:7][C:8]([C:10]2[S:11](=[O:33])(=[O:32])[N:12]([CH3:31])[C:13]3[CH:20]=[CH:19][C:18]([C:21]#[C:22][CH2:23][O:24]C4CCCCO4)=[CH:17][C:14]=3[C:15]=2[OH:16])=[O:9])=[CH:4][CH:3]=1.CC1C=CC(S(O)(=O)=O)=CC=1.O. (5) Given the product [F:22][C:11]1[CH:10]=[CH:9][CH:8]=[C:7]2[C:12]=1[C:13](=[O:21])[N:14]([C:15]1[CH:16]=[CH:17][CH:18]=[CH:19][CH:20]=1)[C:5]([C@@H:2]([NH:1][C:24]1[N:32]=[CH:31][N:30]=[C:29]3[C:25]=1[N:26]=[CH:27][NH:28]3)[CH2:3][CH3:4])=[N:6]2, predict the reactants needed to synthesize it. The reactants are: [NH2:1][C@H:2]([C:5]1[N:14]([C:15]2[CH:20]=[CH:19][CH:18]=[CH:17][CH:16]=2)[C:13](=[O:21])[C:12]2[C:7](=[CH:8][CH:9]=[CH:10][C:11]=2[F:22])[N:6]=1)[CH2:3][CH3:4].Br[C:24]1[N:32]=[CH:31][N:30]=[C:29]2[C:25]=1[NH:26][CH:27]=[N:28]2.CCN(C(C)C)C(C)C. (6) Given the product [Cl:25][C:2]1[CH:3]=[C:4]([CH:8]=[CH:9][C:10]=1[C:11]([O:13][CH3:14])=[O:12])[C:5]([OH:7])=[O:6], predict the reactants needed to synthesize it. The reactants are: N[C:2]1[CH:3]=[C:4]([CH:8]=[CH:9][C:10]=1[C:11]([O:13][CH3:14])=[O:12])[C:5]([OH:7])=[O:6].N([O-])=O.[Na+].CCOC(C)=O.[ClH:25]. (7) Given the product [C:26]([O:25][C:23]([N:20]1[CH2:19][CH2:18][N:17]([CH2:16][C:9]2[C:10]3[O:14][CH:13]=[CH:12][C:11]=3[CH:15]=[C:7]([NH2:4])[CH:8]=2)[CH2:22][CH2:21]1)=[O:24])([CH3:29])([CH3:27])[CH3:28], predict the reactants needed to synthesize it. The reactants are: O.NN.[N+:4]([C:7]1[CH:8]=[C:9]([CH2:16][N:17]2[CH2:22][CH2:21][N:20]([C:23]([O:25][C:26]([CH3:29])([CH3:28])[CH3:27])=[O:24])[CH2:19][CH2:18]2)[C:10]2[O:14][CH:13]=[CH:12][C:11]=2[CH:15]=1)([O-])=O. (8) Given the product [C:28]([OH:35])(=[O:34])/[CH:29]=[CH:30]\[C:31]([OH:33])=[O:32].[N:1]1[CH:6]=[CH:5][CH:4]=[CH:3][C:2]=1[O:7][CH2:8][C:9]1[CH:27]=[CH:26][C:12]([CH2:13][C:14]2[CH:18]=[C:17]([C:19]3[C:20]([NH2:25])=[N:21][CH:22]=[CH:23][CH:24]=3)[O:16][N:15]=2)=[CH:11][CH:10]=1, predict the reactants needed to synthesize it. The reactants are: [N:1]1[CH:6]=[CH:5][CH:4]=[CH:3][C:2]=1[O:7][CH2:8][C:9]1[CH:27]=[CH:26][C:12]([CH2:13][C:14]2[CH:18]=[C:17]([C:19]3[C:20]([NH2:25])=[N:21][CH:22]=[CH:23][CH:24]=3)[O:16][N:15]=2)=[CH:11][CH:10]=1.[C:28]([OH:35])(=[O:34])/[CH:29]=[CH:30]\[C:31]([OH:33])=[O:32]. (9) Given the product [F:56][C:53]1([F:57])[CH2:54][CH2:55][CH:50]([CH:43]([C:44]2[CH:49]=[CH:48][CH:47]=[CH:46][CH:45]=2)[N:10]2[C:11]3[CH:12]=[C:13]([C:20]([O:22][CH3:23])=[O:21])[CH:14]=[CH:15][C:16]=3[C:17]3[N:18]=[CH:19][C:7]([C:6]4[N:2]([CH3:1])[N:3]=[N:4][C:5]=4[CH3:24])=[CH:8][C:9]2=3)[CH2:51][CH2:52]1, predict the reactants needed to synthesize it. The reactants are: [CH3:1][N:2]1[C:6]([C:7]2[CH:19]=[N:18][C:17]3[C:16]4[CH:15]=[CH:14][C:13]([C:20]([O:22][CH3:23])=[O:21])=[CH:12][C:11]=4[NH:10][C:9]=3[CH:8]=2)=[C:5]([CH3:24])[N:4]=[N:3]1.BrC1C=NC2C3C=CC(C(OC)=O)=CC=3N([C@@H:43]([CH:50]3[CH2:55][CH2:54][C:53]([F:57])([F:56])[CH2:52][CH2:51]3)[C:44]3[CH:49]=[CH:48][CH:47]=[CH:46][CH:45]=3)C=2C=1. (10) Given the product [OH:17][C:15]1[C:5]2[C:4](=[C:3]([O:2][CH3:1])[CH:8]=[CH:7][CH:6]=2)[N:9]=[CH:10][C:11]=1[C:12]([O:14][CH2:18][CH3:19])=[O:13], predict the reactants needed to synthesize it. The reactants are: [CH3:1][O:2][C:3]1[CH:8]=[CH:7][CH:6]=[CH:5][C:4]=1[NH:9][CH:10]=[C:11]([C:15]([O-:17])=O)[C:12]([O-:14])=[O:13].[CH:18]1C=CC(C2C=CC=CC=2)=C[CH:19]=1.C1C=CC(OC2C=CC=CC=2)=CC=1.